Binary Classification. Given a T-cell receptor sequence (or CDR3 region) and an epitope sequence, predict whether binding occurs between them. From a dataset of TCR-epitope binding with 47,182 pairs between 192 epitopes and 23,139 TCRs. (1) The epitope is KTWGQYWQV. The TCR CDR3 sequence is CASSLGAGGAGETQYF. Result: 0 (the TCR does not bind to the epitope). (2) The epitope is RISNCVADY. The TCR CDR3 sequence is CASGLAVPVDGYTF. Result: 0 (the TCR does not bind to the epitope). (3) The epitope is KLPDDFTGCV. The TCR CDR3 sequence is CASSSLRGSNQPQHF. Result: 0 (the TCR does not bind to the epitope). (4) The epitope is ALSKGVHFV. The TCR CDR3 sequence is CSVEEGPDEQYF. Result: 1 (the TCR binds to the epitope). (5) The epitope is NLVPMVATV. The TCR CDR3 sequence is CASSPWEGGGELFF. Result: 1 (the TCR binds to the epitope). (6) The epitope is LVLSVNPYV. The TCR CDR3 sequence is CASSSGFTYEQYF. Result: 1 (the TCR binds to the epitope).